Dataset: Full USPTO retrosynthesis dataset with 1.9M reactions from patents (1976-2016). Task: Predict the reactants needed to synthesize the given product. Given the product [F:26][C:23]([F:24])([F:25])[C:21]1[CH:20]=[CH:19][C:18]([O:27][CH2:28][C:29]2[CH:30]=[CH:31][CH:32]=[CH:33][CH:34]=2)=[C:17]([C:12]2[N:11]([C:7]3[CH:6]=[C:5]([CH:10]=[CH:9][CH:8]=3)[C:4]([OH:35])=[O:3])[C:15]([CH3:16])=[CH:14][CH:13]=2)[CH:22]=1, predict the reactants needed to synthesize it. The reactants are: C([O:3][C:4](=[O:35])[C:5]1[CH:10]=[CH:9][CH:8]=[C:7]([N:11]2[C:15]([CH3:16])=[CH:14][CH:13]=[C:12]2[C:17]2[CH:22]=[C:21]([C:23]([F:26])([F:25])[F:24])[CH:20]=[CH:19][C:18]=2[O:27][CH2:28][C:29]2[CH:34]=[CH:33][CH:32]=[CH:31][CH:30]=2)[CH:6]=1)C.[OH-].[Na+].CCO.